From a dataset of NCI-60 drug combinations with 297,098 pairs across 59 cell lines. Regression. Given two drug SMILES strings and cell line genomic features, predict the synergy score measuring deviation from expected non-interaction effect. (1) Drug 1: CC1=C2C(C(=O)C3(C(CC4C(C3C(C(C2(C)C)(CC1OC(=O)C(C(C5=CC=CC=C5)NC(=O)OC(C)(C)C)O)O)OC(=O)C6=CC=CC=C6)(CO4)OC(=O)C)O)C)O. Drug 2: C1=NC(=NC(=O)N1C2C(C(C(O2)CO)O)O)N. Cell line: CCRF-CEM. Synergy scores: CSS=43.0, Synergy_ZIP=0.399, Synergy_Bliss=-0.375, Synergy_Loewe=-1.69, Synergy_HSA=-1.17. (2) Drug 1: CC1CC2C3CCC4=CC(=O)C=CC4(C3(C(CC2(C1(C(=O)CO)O)C)O)F)C. Drug 2: C1=CC(=C(C=C1I)F)NC2=C(C=CC(=C2F)F)C(=O)NOCC(CO)O. Cell line: HT29. Synergy scores: CSS=48.2, Synergy_ZIP=-0.239, Synergy_Bliss=-2.52, Synergy_Loewe=-37.8, Synergy_HSA=-2.79. (3) Cell line: CAKI-1. Drug 1: COC1=CC(=CC(=C1O)OC)C2C3C(COC3=O)C(C4=CC5=C(C=C24)OCO5)OC6C(C(C7C(O6)COC(O7)C8=CC=CS8)O)O. Drug 2: CCCCCOC(=O)NC1=NC(=O)N(C=C1F)C2C(C(C(O2)C)O)O. Synergy scores: CSS=50.7, Synergy_ZIP=-1.70, Synergy_Bliss=-1.16, Synergy_Loewe=-61.5, Synergy_HSA=0.127. (4) Drug 1: CC12CCC(CC1=CCC3C2CCC4(C3CC=C4C5=CN=CC=C5)C)O. Drug 2: C1CCC(CC1)NC(=O)N(CCCl)N=O. Cell line: HL-60(TB). Synergy scores: CSS=10.3, Synergy_ZIP=-4.38, Synergy_Bliss=-2.12, Synergy_Loewe=-15.0, Synergy_HSA=-6.13. (5) Drug 1: CC12CCC3C(C1CCC2=O)CC(=C)C4=CC(=O)C=CC34C. Drug 2: C1=CC(=CC=C1CCCC(=O)O)N(CCCl)CCCl. Cell line: RXF 393. Synergy scores: CSS=59.9, Synergy_ZIP=4.01, Synergy_Bliss=5.66, Synergy_Loewe=-7.27, Synergy_HSA=7.22.